From a dataset of TCR-epitope binding with 47,182 pairs between 192 epitopes and 23,139 TCRs. Binary Classification. Given a T-cell receptor sequence (or CDR3 region) and an epitope sequence, predict whether binding occurs between them. (1) The epitope is RLDKVEAEV. The TCR CDR3 sequence is CASSGGTSGYNEQFF. Result: 0 (the TCR does not bind to the epitope). (2) The epitope is LEPLVDLPI. The TCR CDR3 sequence is CASSQVLTGLDEQFF. Result: 0 (the TCR does not bind to the epitope). (3) The epitope is LLWNGPMAV. The TCR CDR3 sequence is CASSVGGVPYNEQFF. Result: 1 (the TCR binds to the epitope).